This data is from Catalyst prediction with 721,799 reactions and 888 catalyst types from USPTO. The task is: Predict which catalyst facilitates the given reaction. Reactant: C(OC([NH:8][C:9]1[CH:14]=[CH:13][CH:12]=[CH:11][C:10]=1[NH:15][C:16](=[O:32])[C:17]1[CH:22]=[CH:21][C:20](B2OC(C)(C)C(C)(C)O2)=[CH:19][CH:18]=1)=O)(C)(C)C.Cl[C:34]1[C:39]([CH3:40])=[CH:38][CH:37]=[CH:36][N:35]=1.C(=O)([O-])O.[Na+]. Product: [NH2:8][C:9]1[CH:14]=[CH:13][CH:12]=[CH:11][C:10]=1[NH:15][C:16](=[O:32])[C:17]1[CH:18]=[CH:19][C:20]([C:34]2[C:39]([CH3:40])=[CH:38][CH:37]=[CH:36][N:35]=2)=[CH:21][CH:22]=1. The catalyst class is: 276.